From a dataset of Reaction yield outcomes from USPTO patents with 853,638 reactions. Predict the reaction yield, written as a fraction of the theoretical maximum amount of product (1.0 means a 100% yield; for example, 0.34 means a 34% yield). (1) The reactants are [Cl:1][C:2]1[CH:7]=[C:6](Cl)[N:5]=[CH:4][C:3]=1[C:9]1([OH:13])[CH2:12][O:11][CH2:10]1.[C:14]([Zn]C#N)#[N:15]. The catalyst is CN(C=O)C.C1C=CC(P(C2C=CC=CC=2)[C-]2C=CC=C2)=CC=1.C1C=CC(P(C2C=CC=CC=2)[C-]2C=CC=C2)=CC=1.[Fe+2].C1C=CC(/C=C/C(/C=C/C2C=CC=CC=2)=O)=CC=1.C1C=CC(/C=C/C(/C=C/C2C=CC=CC=2)=O)=CC=1.C1C=CC(/C=C/C(/C=C/C2C=CC=CC=2)=O)=CC=1.[Pd].[Pd]. The product is [Cl:1][C:2]1[C:3]([C:9]2([OH:13])[CH2:12][O:11][CH2:10]2)=[CH:4][N:5]=[C:6]([C:14]#[N:15])[CH:7]=1. The yield is 0.860. (2) The reactants are [CH2:1]([CH:8]1[C:14](=[O:15])[CH2:13][CH:12]2[CH2:16][CH:9]1[CH2:10][CH2:11]2)[C:2]1[CH:7]=[CH:6][CH:5]=[CH:4][N:3]=1.CC([O-])(C)C.[K+].C1COCC1.[N:28](OCCC(C)C)=[O:29].Cl. The catalyst is C1COCC1. The product is [CH2:1]([CH:8]1[C:14](=[O:15])[C:13](=[N:28][OH:29])[CH:12]2[CH2:16][CH:9]1[CH2:10][CH2:11]2)[C:2]1[CH:7]=[CH:6][CH:5]=[CH:4][N:3]=1. The yield is 0.410. (3) The reactants are C(OC([N:11]1[CH2:15][CH:14]2[C:16]([CH2:20][O:21]CC3C=CC=CC=3)([OH:19])[CH2:17][CH2:18][CH:13]2[CH2:12]1)=O)C1C=CC=CC=1.[H][H]. The product is [OH:21][CH2:20][C:16]1([OH:19])[CH:14]2[CH:13]([CH2:12][NH:11][CH2:15]2)[CH2:18][CH2:17]1. The catalyst is C(O)C.[Pd].CO. The yield is 0.910. (4) The reactants are [CH3:1][O:2][C:3]1[CH:4]=[C:5]2[C:10](=[CH:11][C:12]=1[O:13][CH2:14][CH:15]1[CH2:20][CH2:19][N:18](C(OC(C)(C)C)=O)[CH2:17][CH2:16]1)[N:9]=[CH:8][N:7]=[C:6]2[O:28][C:29]1[CH:30]=[C:31]2[C:35](=[CH:36][CH:37]=1)[NH:34][CH:33]=[C:32]2[CH3:38]. The catalyst is FC(F)(F)C(O)=O. The product is [CH3:1][O:2][C:3]1[CH:4]=[C:5]2[C:10](=[CH:11][C:12]=1[O:13][CH2:14][CH:15]1[CH2:20][CH2:19][NH:18][CH2:17][CH2:16]1)[N:9]=[CH:8][N:7]=[C:6]2[O:28][C:29]1[CH:30]=[C:31]2[C:35](=[CH:36][CH:37]=1)[NH:34][CH:33]=[C:32]2[CH3:38]. The yield is 0.620. (5) The reactants are C(N(CC)CC)C.F[P-](F)(F)(F)(F)F.N1(O[P+](N(C)C)(N(C)C)N(C)C)C2C=CC=CC=2N=N1.[C:35]([O:38][C:39]1[CH:40]=[C:41]([CH:45]=[CH:46][CH:47]=1)[C:42]([OH:44])=O)(=[O:37])[CH3:36].[NH2:48][C:49]1[CH:58]=[CH:57][C:56]([C:59]([C:61]2[N:69]3[C:64]([CH:65]=[CH:66][CH:67]=[CH:68]3)=[C:63]([NH2:70])[C:62]=2[CH3:71])=[O:60])=[CH:55][C:50]=1[C:51]([O:53][CH3:54])=[O:52]. The catalyst is CN(C)C=O.C(OCC)(=O)C.CC(C)=O. The product is [C:35]([O:38][C:39]1[CH:40]=[C:41]([CH:45]=[CH:46][CH:47]=1)[C:42]([NH:70][C:63]1[C:62]([CH3:71])=[C:61]([C:59]([C:56]2[CH:57]=[CH:58][C:49]([NH2:48])=[C:50]([CH:55]=2)[C:51]([O:53][CH3:54])=[O:52])=[O:60])[N:69]2[C:64]=1[CH:65]=[CH:66][CH:67]=[CH:68]2)=[O:44])(=[O:37])[CH3:36]. The yield is 0.570. (6) The reactants are [Cl:1][C:2]1[CH:3]=[CH:4][C:5]([C:24](OC)=[O:25])=[C:6]2[C:10]=1[N:9]=[C:8]1[N:11]([C:15]3[CH:20]=[CH:19][C:18]([O:21][CH3:22])=[CH:17][C:16]=3[Cl:23])[CH2:12][CH2:13][CH2:14][N:7]21.[CH:28]1([Mg]Br)[CH2:30][CH2:29]1.[Cl-].[NH4+].O1[CH2:39][CH2:38][CH2:37]C1. No catalyst specified. The product is [Cl:1][C:2]1[C:10]2[N:9]=[C:8]3[N:11]([C:15]4[CH:20]=[CH:19][C:18]([O:21][CH3:22])=[CH:17][C:16]=4[Cl:23])[CH2:12][CH2:13][CH2:14][N:7]3[C:6]=2[C:5]([C:24]([CH:37]2[CH2:38][CH2:39]2)([CH:28]2[CH2:30][CH2:29]2)[OH:25])=[CH:4][CH:3]=1. The yield is 0.520. (7) The reactants are [OH-].[Na+].BrBr.Br[O-].[CH2:7]([O:14][C:15]12[CH2:23][CH:19]3[CH2:20][CH:21]([CH2:22]1)[C:17]([C:24](=[O:26])C)([CH2:18]3)[CH2:16]2)[C:8]1[CH:13]=[CH:12][CH:11]=[CH:10][CH:9]=1.CC(C)=[O:29].CC(O)=O. The catalyst is O1CCOCC1.O. The product is [CH2:7]([O:14][C:15]12[CH2:23][CH:19]3[CH2:20][CH:21]([CH2:22]1)[C:17]([C:24]([OH:29])=[O:26])([CH2:18]3)[CH2:16]2)[C:8]1[CH:9]=[CH:10][CH:11]=[CH:12][CH:13]=1. The yield is 0.830. (8) The reactants are [NH:1]([C:3](=[S:5])[NH2:4])[NH2:2].[CH:6]1([CH2:12][C:13](O)=O)[CH2:11][CH2:10][CH2:9][CH2:8][CH2:7]1.N. No catalyst specified. The product is [CH:6]1([CH2:12][C:13]2[S:5][C:3]([NH2:4])=[N:1][N:2]=2)[CH2:11][CH2:10][CH2:9][CH2:8][CH2:7]1. The yield is 0.694. (9) The reactants are CS(Cl)(=O)=O.[CH2:6]([N:8]([C:14]1[CH:19]=[CH:18][CH:17]=[CH:16][CH:15]=1)[CH2:9][CH:10]([OH:13])[CH2:11]O)[CH3:7].C(N(CC)CC)C.C[O-].[Na+]. The catalyst is ClCCl.C([O-])(O)=O.[Na+]. The product is [CH2:6]([N:8]([CH2:9][CH:10]1[CH2:11][O:13]1)[C:14]1[CH:19]=[CH:18][CH:17]=[CH:16][CH:15]=1)[CH3:7]. The yield is 0.450.